This data is from Reaction yield outcomes from USPTO patents with 853,638 reactions. The task is: Predict the reaction yield, written as a fraction of the theoretical maximum amount of product (1.0 means a 100% yield; for example, 0.34 means a 34% yield). (1) The reactants are P12(SP3(SP(SP(S3)(S1)=S)(=S)S2)=S)=[S:2].[Cl:15][C:16]1[CH:37]=[CH:36][C:19]2[O:20][C:21]3[CH:35]=[CH:34][CH:33]=[CH:32][C:22]=3[C@@H:23]3[C@H:28]([NH:29][CH:30]=O)[CH2:27][CH2:26][CH2:25][N:24]3[C:18]=2[CH:17]=1. The catalyst is O1CCOCC1. The product is [Cl:15][C:16]1[CH:37]=[CH:36][C:19]2[O:20][C:21]3[CH:35]=[CH:34][CH:33]=[CH:32][C:22]=3[C@@H:23]3[C@H:28]([NH:29][CH:30]=[S:2])[CH2:27][CH2:26][CH2:25][N:24]3[C:18]=2[CH:17]=1. The yield is 0.510. (2) The reactants are CS(C)=O.C(Cl)(=O)C(Cl)=O.[CH2:11]([O:18][CH2:19][C@H:20]([CH:33]([CH3:35])[CH3:34])[CH2:21][C@H:22]([NH:25][C:26](=[O:32])[O:27][C:28]([CH3:31])([CH3:30])[CH3:29])[CH2:23][OH:24])[C:12]1[CH:17]=[CH:16][CH:15]=[CH:14][CH:13]=1.C(N(CC)CC)C. The catalyst is C(Cl)Cl.O. The product is [CH2:11]([O:18][CH2:19][C@H:20]([CH:33]([CH3:35])[CH3:34])[CH2:21][C@H:22]([NH:25][C:26](=[O:32])[O:27][C:28]([CH3:29])([CH3:30])[CH3:31])[CH:23]=[O:24])[C:12]1[CH:13]=[CH:14][CH:15]=[CH:16][CH:17]=1. The yield is 0.990. (3) The reactants are [C:1]([C@H:5]1[CH2:9][O:8][C:7]([C:10]2[CH:15]=[CH:14][CH:13]=[CH:12]N=2)=N1)([CH3:4])(C)C.[NH4+].F[P-](F)(F)(F)(F)F.[CH3:24][O:25][C:26]([C:28]1[CH:29]=[C:30](B(O)O)[CH:31]=[CH:32][CH:33]=1)=[O:27].[OH2:37]. The catalyst is ClC(Cl)C.FC(F)(F)C(O[Pd]OC(=O)C(F)(F)F)=O. The product is [CH3:4][C:1]1[CH:5]=[C:9]2[C:14]([C:15](=[O:37])[CH2:10][C@H:7]([C:30]3[CH:29]=[C:28]([CH:33]=[CH:32][CH:31]=3)[C:26]([O:25][CH3:24])=[O:27])[O:8]2)=[CH:13][CH:12]=1. The yield is 0.830. (4) The reactants are [CH:1]([O:4][C:5]1[CH:10]=[CH:9][C:8]([N+:11]([O-])=O)=[CH:7][C:6]=1[N:14]1[C:18](=[O:19])[N:17]([CH3:20])[N:16]=[N:15]1)([CH3:3])[CH3:2]. The catalyst is CO.[Pd]. The product is [NH2:11][C:8]1[CH:9]=[CH:10][C:5]([O:4][CH:1]([CH3:3])[CH3:2])=[C:6]([N:14]2[C:18](=[O:19])[N:17]([CH3:20])[N:16]=[N:15]2)[CH:7]=1. The yield is 0.630. (5) The reactants are [F:1][C:2]1[CH:3]=[C:4]([OH:9])[CH:5]=[CH:6][C:7]=1[F:8].[N+:10]([O-])([OH:12])=[O:11].O.C(Cl)Cl. The catalyst is [Br-].C([N+](CCCC)(CCCC)CCCC)CCC.ClC(Cl)C. The product is [F:8][C:7]1[C:2]([F:1])=[CH:3][C:4]([OH:9])=[C:5]([N+:10]([O-:12])=[O:11])[CH:6]=1. The yield is 0.300. (6) The reactants are [NH2:1][C:2]1[O:6][N:5]=[C:4]([CH3:7])[C:3]=1[Cl:8].[C:9]1([C:19]2[CH:24]=[CH:23][CH:22]=[CH:21][CH:20]=2)[CH:14]=[CH:13][CH:12]=[C:11]([S:15](Cl)(=[O:17])=[O:16])[CH:10]=1. The product is [Cl:8][C:3]1[C:4]([CH3:7])=[N:5][O:6][C:2]=1[NH:1][S:15]([C:11]1[CH:10]=[C:9]([C:19]2[CH:20]=[CH:21][CH:22]=[CH:23][CH:24]=2)[CH:14]=[CH:13][CH:12]=1)(=[O:17])=[O:16]. No catalyst specified. The yield is 0.630. (7) The reactants are [C:1]([C:4]1[CH:33]=[CH:32][C:7]([O:8][CH2:9][C:10]2[CH:15]=[CH:14][C:13]([CH:16]([O:25][CH:26]3[CH2:31][CH2:30][CH2:29][CH2:28][O:27]3)[C:17]3[CH:18]=[C:19]([CH:22]=[CH:23][CH:24]=3)[C:20]#N)=[CH:12][CH:11]=2)=[C:6]([Cl:34])[C:5]=1[OH:35])(=[O:3])[CH3:2].[OH-:36].[K+].Cl.[OH2:39]. The catalyst is C(O)C. The product is [C:1]([C:4]1[CH:33]=[CH:32][C:7]([O:8][CH2:9][C:10]2[CH:15]=[CH:14][C:13]([CH:16]([O:25][CH:26]3[CH2:31][CH2:30][CH2:29][CH2:28][O:27]3)[C:17]3[CH:18]=[C:19]([CH:22]=[CH:23][CH:24]=3)[C:20]([OH:39])=[O:36])=[CH:12][CH:11]=2)=[C:6]([Cl:34])[C:5]=1[OH:35])(=[O:3])[CH3:2]. The yield is 0.960. (8) The reactants are C1C2C(COC([NH:18][C@@H:19]([C:91]([CH3:94])([CH3:93])[CH3:92])[C:20]([N:22]3[C@H:31]([C:32]([N:34]([CH2:45][C:46]4([C:49]([NH:51][C@@H:52]5[CH2:56][N:55]([C:57](=[O:77])[C@@H:58]([NH:63][C:64](=[O:76])[C@@H:65]([N:67]([CH3:75])[C:68](=[O:74])[O:69][C:70]([CH3:73])([CH3:72])[CH3:71])[CH3:66])[C:59]([CH3:62])([CH3:61])[CH3:60])[C@H:54]([C:78](=[O:90])[NH:79][C@H:80]6[C:89]7[C:84](=[CH:85][CH:86]=[CH:87][CH:88]=7)[CH2:83][CH2:82][CH2:81]6)[CH2:53]5)=[O:50])[CH2:48][CH2:47]4)[C@@H:35]([C:39]4[CH:44]=[CH:43][CH:42]=[CH:41][CH:40]=4)[CH2:36][O:37][CH3:38])=[O:33])[CH2:30][C:29]4[C:24](=[CH:25][CH:26]=[CH:27][CH:28]=4)[CH2:23]3)=[O:21])=O)C3C(=CC=CC=3)C=2C=CC=1.N1CCCCC1. The catalyst is C(Cl)Cl. The product is [NH2:18][C@@H:19]([C:91]([CH3:92])([CH3:94])[CH3:93])[C:20]([N:22]1[C@H:31]([C:32]([N:34]([CH2:45][C:46]2([C:49]([NH:51][C@@H:52]3[CH2:56][N:55]([C:57](=[O:77])[C@@H:58]([NH:63][C:64](=[O:76])[C@@H:65]([N:67]([CH3:75])[C:68](=[O:74])[O:69][C:70]([CH3:71])([CH3:72])[CH3:73])[CH3:66])[C:59]([CH3:62])([CH3:61])[CH3:60])[C@H:54]([C:78](=[O:90])[NH:79][C@H:80]4[C:89]5[C:84](=[CH:85][CH:86]=[CH:87][CH:88]=5)[CH2:83][CH2:82][CH2:81]4)[CH2:53]3)=[O:50])[CH2:48][CH2:47]2)[C@@H:35]([C:39]2[CH:44]=[CH:43][CH:42]=[CH:41][CH:40]=2)[CH2:36][O:37][CH3:38])=[O:33])[CH2:30][C:29]2[C:24](=[CH:25][CH:26]=[CH:27][CH:28]=2)[CH2:23]1)=[O:21]. The yield is 0.710.